The task is: Regression. Given a peptide amino acid sequence and an MHC pseudo amino acid sequence, predict their binding affinity value. This is MHC class I binding data.. This data is from Peptide-MHC class I binding affinity with 185,985 pairs from IEDB/IMGT. (1) The peptide sequence is MTTEDMLTVW. The binding affinity (normalized) is 0.556. The MHC is HLA-B53:01 with pseudo-sequence HLA-B53:01. (2) The peptide sequence is SLGDPLHQA. The MHC is HLA-A29:02 with pseudo-sequence HLA-A29:02. The binding affinity (normalized) is 0.0847. (3) The peptide sequence is VVSYEAGEW. The MHC is HLA-A29:02 with pseudo-sequence HLA-A29:02. The binding affinity (normalized) is 0.0847.